Dataset: Catalyst prediction with 721,799 reactions and 888 catalyst types from USPTO. Task: Predict which catalyst facilitates the given reaction. Product: [N+:21]([C:16]1[CH:17]=[CH:18][CH:19]=[CH:20][C:15]=1[CH:13]([OH:14])[CH2:12][CH2:11][N:29]([CH3:27])[C:34]([C:47]1[CH:52]=[CH:51][CH:50]=[CH:49][CH:48]=1)([C:41]1[CH:46]=[CH:45][CH:44]=[CH:43][CH:42]=1)[C:35]1[CH:40]=[CH:39][CH:38]=[CH:37][CH:36]=1)([O-:23])=[O:22]. Reactant: C1(C)C=CC(S(O[CH2:11][CH2:12][CH:13]([C:15]2[CH:20]=[CH:19][CH:18]=[CH:17][C:16]=2[N+:21]([O-:23])=[O:22])[OH:14])(=O)=O)=CC=1.CN.[CH2:27]([N:29](CC)CC)C.[C:34](Cl)([C:47]1[CH:52]=[CH:51][CH:50]=[CH:49][CH:48]=1)([C:41]1[CH:46]=[CH:45][CH:44]=[CH:43][CH:42]=1)[C:35]1[CH:40]=[CH:39][CH:38]=[CH:37][CH:36]=1. The catalyst class is: 13.